The task is: Predict the product of the given reaction.. This data is from Forward reaction prediction with 1.9M reactions from USPTO patents (1976-2016). Given the reactants Br[C:2]1[C:11]2[C:6](=[CH:7][C:8]([O:12][CH3:13])=[CH:9][CH:10]=2)[CH:5]=[CH:4][C:3]=1[C:14]1[CH:23]=[CH:22][C:17]([C:18]([O:20][CH3:21])=[O:19])=[CH:16][CH:15]=1.[CH3:24][Zn]Cl, predict the reaction product. The product is: [CH3:13][O:12][C:8]1[CH:7]=[C:6]2[C:11](=[CH:10][CH:9]=1)[C:2]([CH3:24])=[C:3]([C:14]1[CH:23]=[CH:22][C:17]([C:18]([O:20][CH3:21])=[O:19])=[CH:16][CH:15]=1)[CH:4]=[CH:5]2.